Dataset: Full USPTO retrosynthesis dataset with 1.9M reactions from patents (1976-2016). Task: Predict the reactants needed to synthesize the given product. (1) Given the product [C:1]([C@H:4]1[CH2:8][C:7](=[O:9])[CH2:6][N:5]1[C:10]([O:12][C:13]([CH3:16])([CH3:15])[CH3:14])=[O:11])(=[O:3])[NH2:2], predict the reactants needed to synthesize it. The reactants are: [C:1]([C@H:4]1[CH2:8][C@@H:7]([OH:9])[CH2:6][N:5]1[C:10]([O:12][C:13]([CH3:16])([CH3:15])[CH3:14])=[O:11])(=[O:3])[NH2:2].C(OCC)(=O)C.I([O-])(=O)(=O)=O.[Na+]. (2) Given the product [C:25]1([P:18](=[O:2])([C:12]2[CH:13]=[CH:14][CH:15]=[CH:16][CH:17]=2)[C:19]2[CH:24]=[CH:23][CH:22]=[CH:21][CH:20]=2)[CH:26]=[CH:27][CH:28]=[CH:29][CH:30]=1, predict the reactants needed to synthesize it. The reactants are: C[O:2]C(=O)C1C=CC=C(O)C=1.[C:12]1([P:18]([C:25]2[CH:30]=[CH:29][CH:28]=[CH:27][CH:26]=2)[C:19]2[CH:24]=[CH:23][CH:22]=[CH:21][CH:20]=2)[CH:17]=[CH:16][CH:15]=[CH:14][CH:13]=1.CCOC(/N=N/C(OCC)=O)=O. (3) Given the product [Cl:21][C:22]1[CH:27]=[CH:26][C:25]([C:28]2[CH:36]=[CH:35][CH:34]=[C:33]3[C:29]=2[C:30](=[CH:16][C:13]2[NH:12][C:9]4[CH2:10][CH2:11][N:6]([CH2:5][CH2:4][N:3]([CH2:19][CH3:20])[CH2:1][CH3:2])[C:7](=[O:18])[C:8]=4[C:14]=2[CH3:15])[C:31](=[O:37])[NH:32]3)=[C:24]([F:38])[CH:23]=1, predict the reactants needed to synthesize it. The reactants are: [CH2:1]([N:3]([CH2:19][CH3:20])[CH2:4][CH2:5][N:6]1[CH2:11][CH2:10][C:9]2[NH:12][C:13]([CH:16]=O)=[C:14]([CH3:15])[C:8]=2[C:7]1=[O:18])[CH3:2].[Cl:21][C:22]1[CH:27]=[CH:26][C:25]([C:28]2[CH:36]=[CH:35][CH:34]=[C:33]3[C:29]=2[CH2:30][C:31](=[O:37])[NH:32]3)=[C:24]([F:38])[CH:23]=1. (4) Given the product [Br:8][C:5]1[CH:6]=[CH:7][C:2]([C:12]#[N:13])=[C:3]([N+:9]([O-:11])=[O:10])[CH:4]=1, predict the reactants needed to synthesize it. The reactants are: Br[C:2]1[CH:7]=[CH:6][C:5]([Br:8])=[CH:4][C:3]=1[N+:9]([O-:11])=[O:10].[C:12]([Cu])#[N:13]. (5) Given the product [F:12][C:13]1[CH:18]=[C:17]([F:19])[C:16]([CH2:20][NH:21][CH2:22][C:23]([F:25])([F:26])[F:24])=[CH:15][C:14]=1[C@:27]12[CH2:36][O:35][C@@H:34]([CH2:37][F:38])[CH2:33][C@H:32]1[CH2:31][S:30][C:29]([NH2:39])=[N:28]2, predict the reactants needed to synthesize it. The reactants are: N12CCCN=C1CCCCC2.[F:12][C:13]1[CH:18]=[C:17]([F:19])[C:16]([CH2:20][NH:21][CH2:22][C:23]([F:26])([F:25])[F:24])=[CH:15][C:14]=1[C@:27]12[CH2:36][O:35][C@@H:34]([CH2:37][F:38])[CH2:33][C@H:32]1[CH2:31][S:30][C:29]([NH:39]C(=O)C1C=CC=CC=1)=[N:28]2. (6) The reactants are: [OH:1][C:2]1([CH2:8][C:9]2[CH:14]=[CH:13][CH:12]=[CH:11][CH:10]=2)[CH2:7][CH2:6][NH:5][CH2:4][CH2:3]1.Cl[CH2:16][CH2:17][NH:18][C:19]([NH:21][C:22]1[C:31]2[C:26](=[CH:27][CH:28]=[CH:29][CH:30]=2)[N:25]=[C:24]([CH3:32])[CH:23]=1)=[O:20].C([O-])(O)=O.[Na+]. Given the product [CH2:8]([C:2]1([OH:1])[CH2:7][CH2:6][N:5]([CH2:16][CH2:17][NH:18][C:19]([NH:21][C:22]2[C:31]3[C:26](=[CH:27][CH:28]=[CH:29][CH:30]=3)[N:25]=[C:24]([CH3:32])[CH:23]=2)=[O:20])[CH2:4][CH2:3]1)[C:9]1[CH:14]=[CH:13][CH:12]=[CH:11][CH:10]=1, predict the reactants needed to synthesize it. (7) Given the product [O:55]=[C:56]1[N:54]([C:6]2[CH:7]=[C:2]([Cl:53])[C:3]([N:9]3[CH2:14][CH:13]([CH2:15][C:16]4[CH:21]=[CH:20][C:19]([F:22])=[CH:18][C:17]=4[F:23])[CH2:12][CH2:11][C:10]3=[O:24])=[C:4]([Cl:8])[CH:5]=2)[CH2:35][CH2:41][O:43]1, predict the reactants needed to synthesize it. The reactants are: Cl[C:2]1[CH:7]=[CH:6][CH:5]=[C:4]([Cl:8])[C:3]=1[N:9]1[CH2:14][CH:13]([CH2:15][C:16]2[CH:21]=[CH:20][C:19]([F:22])=[CH:18][C:17]=2[F:23])[CH2:12][CH2:11][C:10]1=[O:24].C[Si]([N-][Si](C)(C)C)(C)C.[Li+].[C:35]1([CH:41]2[O:43]N2S(C2C=CC=CC=2)(=O)=O)C=CC=CC=1.[Cl-:53].[NH4+:54].[O:55]1CCC[CH2:56]1. (8) The reactants are: [CH2:1]([N:8]([CH2:13][C:14]([OH:16])=O)[CH2:9][C:10]([OH:12])=O)[C:2]1[CH:7]=[CH:6][CH:5]=[CH:4][CH:3]=1.C(OC(=O)C)(=O)C.[CH:24]1[CH:29]=[CH:28][C:27]([CH2:30][CH2:31][NH2:32])=[CH:26][CH:25]=1.C([O-])(=O)C.[Na+].[OH-].[Na+]. Given the product [CH2:1]([N:8]1[CH2:9][C:10](=[O:12])[N:32]([CH2:31][CH2:30][C:27]2[CH:28]=[CH:29][CH:24]=[CH:25][CH:26]=2)[C:14](=[O:16])[CH2:13]1)[C:2]1[CH:3]=[CH:4][CH:5]=[CH:6][CH:7]=1, predict the reactants needed to synthesize it. (9) Given the product [CH2:17]([O:16][C:10]1[CH:9]=[C:8]([CH2:7][C@H:2]([NH:1][C:33](=[O:34])[C@@H:32]([NH:31][C:24]([O:26][C:27]([CH3:29])([CH3:28])[CH3:30])=[O:25])[CH2:35][OH:36])[C:3]([O:5][CH3:6])=[O:4])[CH:13]=[CH:12][C:11]=1[O:14][CH3:15])[C:18]1[CH:19]=[CH:20][CH:21]=[CH:22][CH:23]=1, predict the reactants needed to synthesize it. The reactants are: [NH2:1][C@@H:2]([CH2:7][C:8]1[CH:13]=[CH:12][C:11]([O:14][CH3:15])=[C:10]([O:16][CH2:17][C:18]2[CH:23]=[CH:22][CH:21]=[CH:20][CH:19]=2)[CH:9]=1)[C:3]([O:5][CH3:6])=[O:4].[C:24]([NH:31][C@H:32]([C:35](O)=[O:36])[CH2:33][OH:34])([O:26][C:27]([CH3:30])([CH3:29])[CH3:28])=[O:25].CN(C(ON1N=NC2C=CC=NC1=2)=[N+](C)C)C.F[P-](F)(F)(F)(F)F.CCN(C(C)C)C(C)C.